Task: Predict the reactants needed to synthesize the given product.. Dataset: Full USPTO retrosynthesis dataset with 1.9M reactions from patents (1976-2016) (1) The reactants are: CS(O[CH2:6][C:7]#[C:8][C:9]1[CH:14]=[CH:13][C:12]([Br:15])=[C:11]([CH3:16])[C:10]=1[Cl:17])(=O)=O.C([O-])([O-])=O.[K+].[K+].[CH3:24][N:25]1[CH2:30][CH2:29][NH:28][CH2:27][CH2:26]1. Given the product [Br:15][C:12]1[CH:13]=[CH:14][C:9]([C:8]#[C:7][CH2:6][N:28]2[CH2:29][CH2:30][N:25]([CH3:24])[CH2:26][CH2:27]2)=[C:10]([Cl:17])[C:11]=1[CH3:16], predict the reactants needed to synthesize it. (2) Given the product [Br:1][C:2]1[C:3]([CH2:16][OH:17])=[C:4]2[C:9](=[C:10]([CH3:12])[CH:11]=1)[NH:8][C:7]([CH3:13])([CH3:14])[CH2:6][CH:5]2[CH3:15], predict the reactants needed to synthesize it. The reactants are: [Br:1][C:2]1[C:3]([C:16](OC)=[O:17])=[C:4]2[C:9](=[C:10]([CH3:12])[CH:11]=1)[NH:8][C:7]([CH3:14])([CH3:13])[CH2:6][CH:5]2[CH3:15].[H-].[Al+3].[Li+].[H-].[H-].[H-]. (3) Given the product [CH3:28][C:11]1[N:10]([CH2:9][C:8]([C:5]2[CH:4]=[CH:3][C:2]([NH:1][C:31]([NH:30][C:33]3[CH:34]=[CH:35][C:36]([N+:39]([O-:41])=[O:40])=[CH:37][CH:38]=3)=[O:32])=[CH:7][CH:6]=2)=[O:29])[C:14](=[O:15])[C:13]([C:22]2[CH:23]=[CH:24][CH:25]=[CH:26][CH:27]=2)([C:16]2[CH:21]=[CH:20][CH:19]=[CH:18][CH:17]=2)[N:12]=1, predict the reactants needed to synthesize it. The reactants are: [NH2:1][C:2]1[CH:7]=[CH:6][C:5]([C:8](=[O:29])[CH2:9][N:10]2[C:14](=[O:15])[C:13]([C:22]3[CH:27]=[CH:26][CH:25]=[CH:24][CH:23]=3)([C:16]3[CH:21]=[CH:20][CH:19]=[CH:18][CH:17]=3)[N:12]=[C:11]2[CH3:28])=[CH:4][CH:3]=1.[N:30]([C:33]1[CH:38]=[CH:37][C:36]([N+:39]([O-:41])=[O:40])=[CH:35][CH:34]=1)=[C:31]=[O:32]. (4) Given the product [CH3:25][CH:26]([CH:31]([CH3:33])[CH3:32])[CH2:27][C:28]([NH:48][C@H:42]1[C:41]2[C:45](=[CH:46][CH:47]=[C:39]([C:37]([O:36][CH3:35])=[O:38])[CH:40]=2)[CH2:44][CH2:43]1)=[O:29], predict the reactants needed to synthesize it. The reactants are: CN(C(ON1N=NC2C=CC=NC1=2)=[N+](C)C)C.F[P-](F)(F)(F)(F)F.[CH3:25][CH:26]([CH:31]([CH3:33])[CH3:32])[CH2:27][C:28](O)=[O:29].Cl.[CH3:35][O:36][C:37]([C:39]1[CH:40]=[C:41]2[C:45](=[CH:46][CH:47]=1)[CH2:44][CH2:43][C@H:42]2[NH2:48])=[O:38]. (5) Given the product [C:7]([O:11][C:12]([NH:14][C@@:15]1([C:50]([O:52][C:53]([CH3:56])([CH3:55])[CH3:54])=[O:51])[C@H:20]([O:21][CH2:22][C:23]2[CH:28]=[CH:27][C:26]([Cl:29])=[C:25]([Cl:30])[CH:24]=2)[C@@H:19]([OH:31])[C@@H:18]2[C@H:16]1[C@H:17]2[C:43]([O:45][C:46]([CH3:48])([CH3:47])[CH3:49])=[O:44])=[O:13])([CH3:10])([CH3:8])[CH3:9], predict the reactants needed to synthesize it. The reactants are: C(=O)([O-])[O-].[K+].[K+].[C:7]([O:11][C:12]([NH:14][C@@:15]1([C:50]([O:52][C:53]([CH3:56])([CH3:55])[CH3:54])=[O:51])[C@H:20]([O:21][CH2:22][C:23]2[CH:28]=[CH:27][C:26]([Cl:29])=[C:25]([Cl:30])[CH:24]=2)[C@@H:19]([O:31]C(C2C=CC([N+]([O-])=O)=CC=2)=O)[C@@H:18]2[C@H:16]1[C@H:17]2[C:43]([O:45][C:46]([CH3:49])([CH3:48])[CH3:47])=[O:44])=[O:13])([CH3:10])([CH3:9])[CH3:8]. (6) Given the product [CH2:1]([N:8]1[CH2:18][CH2:17][C:11]2([C:15](=[O:16])[N:14]([C:74]3[CH2:75][O:76][C:77](=[O:80])[C:78]=3[CH3:79])[CH2:13][CH2:12]2)[CH:10]([OH:19])[CH2:9]1)[C:2]1[CH:3]=[CH:4][CH:5]=[CH:6][CH:7]=1, predict the reactants needed to synthesize it. The reactants are: [CH2:1]([N:8]1[CH2:18][CH2:17][C:11]2([C:15](=[O:16])[NH:14][CH2:13][CH2:12]2)[CH:10]([OH:19])[CH2:9]1)[C:2]1[CH:7]=[CH:6][CH:5]=[CH:4][CH:3]=1.C([O-])([O-])=O.[K+].[K+].CC1(C)C2C(=C(P(C3C=CC=CC=3)C3C=CC=CC=3)C=CC=2)OC2C(P(C3C=CC=CC=3)C3C=CC=CC=3)=CC=CC1=2.FC(F)(F)S(O[C:74]1[CH2:75][O:76][C:77](=[O:80])[C:78]=1[CH3:79])(=O)=O.O.